This data is from CYP1A2 inhibition data for predicting drug metabolism from PubChem BioAssay. The task is: Regression/Classification. Given a drug SMILES string, predict its absorption, distribution, metabolism, or excretion properties. Task type varies by dataset: regression for continuous measurements (e.g., permeability, clearance, half-life) or binary classification for categorical outcomes (e.g., BBB penetration, CYP inhibition). Dataset: cyp1a2_veith. (1) The molecule is O=C(Nc1ccc2nc(-c3ccc(Br)o3)[nH]c2c1)c1ccco1. The result is 1 (inhibitor). (2) The drug is CC(=O)NCCNc1nc(-c2ccccc2C)nc2ccccc12. The result is 1 (inhibitor). (3) The drug is COc1cccc(-c2cc(NCc3cccnc3)ncn2)c1. The result is 1 (inhibitor). (4) The drug is O=C(c1[nH]o[n+](=O)c1C(=O)c1csc2ccccc12)c1csc2ccccc12. The result is 1 (inhibitor). (5) The compound is O=C(O)c1nn(-c2ccccc2)ccc1=O. The result is 0 (non-inhibitor).